Dataset: Forward reaction prediction with 1.9M reactions from USPTO patents (1976-2016). Task: Predict the product of the given reaction. (1) The product is: [Cl:13][C:14]1[N:19]=[CH:18][N:17]=[C:16]([C:20]([N:4]2[C:5]3[C:10](=[CH:9][CH:8]=[C:7]([F:12])[CH:6]=3)[CH2:11][CH:3]2[CH2:1][CH3:2])=[O:21])[CH:15]=1. Given the reactants [CH2:1]([CH:3]1[CH2:11][C:10]2[C:5](=[CH:6][C:7]([F:12])=[CH:8][CH:9]=2)[NH:4]1)[CH3:2].[Cl:13][C:14]1[N:19]=[CH:18][N:17]=[C:16]([C:20](Cl)=[O:21])[CH:15]=1.[OH-].[Na+], predict the reaction product. (2) Given the reactants [CH3:1][C:2]1([CH3:9])[CH2:7][C:6](=[O:8])[O:5][C:3]1=[O:4].[OH:10][C@H:11]1[CH2:28][CH2:27][C@@:26]2([CH3:29])[C@@H:13]([CH2:14][CH2:15][C@:16]3([CH3:56])[C@@H:25]2[CH2:24][CH2:23][C@H:22]2[C@@:17]3([CH3:55])[CH2:18][CH2:19][C@@:20]3([C:37]([N:39]4[CH2:43][CH2:42][CH2:41][C@H:40]4[C:44]4[NH:45][C:46]([C:49]5[CH:50]=[N:51][CH:52]=[CH:53][CH:54]=5)=[CH:47][N:48]=4)=[O:38])[CH2:32][CH2:31][C@@H:30]([C:33]4([CH3:36])[CH2:35][CH2:34]4)[C@@H:21]32)[C:12]1([CH3:58])[CH3:57], predict the reaction product. The product is: [CH3:1][C:2]([CH3:9])([CH2:7][C:6](=[O:8])[O:10][C@H:11]1[CH2:28][CH2:27][C@@:26]2([CH3:29])[C@@H:13]([CH2:14][CH2:15][C@:16]3([CH3:56])[C@@H:25]2[CH2:24][CH2:23][C@H:22]2[C@@:17]3([CH3:55])[CH2:18][CH2:19][C@@:20]3([C:37]([N:39]4[CH2:43][CH2:42][CH2:41][C@H:40]4[C:44]4[NH:45][C:46]([C:49]5[CH:50]=[N:51][CH:52]=[CH:53][CH:54]=5)=[CH:47][N:48]=4)=[O:38])[CH2:32][CH2:31][C@@H:30]([C:33]4([CH3:36])[CH2:34][CH2:35]4)[C@@H:21]32)[C:12]1([CH3:58])[CH3:57])[C:3]([OH:5])=[O:4].